From a dataset of Forward reaction prediction with 1.9M reactions from USPTO patents (1976-2016). Predict the product of the given reaction. (1) Given the reactants C1C([N+]([O-])=O)=CC=C([Cl-][C:11]([O-])=[O:12])C=1.C(N(CC)CC)C.[OH:21][CH2:22][C@H:23]([NH:30][C:31](=[O:36])[CH2:32][CH2:33][CH:34]=[CH2:35])[C:24]1[CH:29]=[CH:28][CH:27]=[CH:26][CH:25]=1.[Cl:37][C:38]1[CH:48]=[CH:47][C:41]([CH2:42][NH:43][CH2:44][CH:45]=[CH2:46])=[CH:40][CH:39]=1, predict the reaction product. The product is: [CH2:44]([N:43]([CH2:42][C:41]1[CH:40]=[CH:39][C:38]([Cl:37])=[CH:48][CH:47]=1)[C:11](=[O:12])[O:21][CH2:22][C@H:23]([NH:30][C:31](=[O:36])[CH2:32][CH2:33][CH:34]=[CH2:35])[C:24]1[CH:29]=[CH:28][CH:27]=[CH:26][CH:25]=1)[CH:45]=[CH2:46]. (2) Given the reactants [IH:1].[NH2:2][C:3]1[N:11]=[C:10]2[C:6]([NH:7][CH:8]=[N:9]2)=[C:5](Cl)[N:4]=1, predict the reaction product. The product is: [NH2:2][C:3]1[N:11]=[C:10]2[C:6]([NH:7][CH:8]=[N:9]2)=[C:5]([I:1])[N:4]=1. (3) Given the reactants [NH2:1][C:2]1[C:7]([C:8]#[N:9])=[C:6]([NH:10][C@H:11]([C:13]2[N:18]([C:19]3[CH:24]=[CH:23][CH:22]=[CH:21][CH:20]=3)[C:17](=[O:25])[C:16]3=[C:26]([CH2:29][C:30]4[CH:35]=[CH:34][CH:33]=[C:32]([O:36]C)[CH:31]=4)[CH:27]=[CH:28][N:15]3[N:14]=2)[CH3:12])[N:5]=[CH:4][N:3]=1.B(Br)(Br)Br, predict the reaction product. The product is: [NH2:1][C:2]1[C:7]([C:8]#[N:9])=[C:6]([NH:10][C@H:11]([C:13]2[N:18]([C:19]3[CH:20]=[CH:21][CH:22]=[CH:23][CH:24]=3)[C:17](=[O:25])[C:16]3=[C:26]([CH2:29][C:30]4[CH:35]=[CH:34][CH:33]=[C:32]([OH:36])[CH:31]=4)[CH:27]=[CH:28][N:15]3[N:14]=2)[CH3:12])[N:5]=[CH:4][N:3]=1. (4) Given the reactants Br[C:2]1[CH:7]=[CH:6][C:5]([F:8])=[CH:4][N:3]=1.[CH2:9]([C:13]1[N:14]=[C:15]2[CH:20]=[CH:19][CH:18]=[CH:17][N:16]2[CH:21]=1)[CH2:10][C:11]#[CH:12], predict the reaction product. The product is: [F:8][C:5]1[CH:6]=[CH:7][C:2]([C:12]#[C:11][CH2:10][CH2:9][C:13]2[N:14]=[C:15]3[CH:20]=[CH:19][CH:18]=[CH:17][N:16]3[CH:21]=2)=[N:3][CH:4]=1. (5) Given the reactants [C:1]1([CH3:7])[CH:6]=[CH:5][CH:4]=[CH:3][CH:2]=1.ClCCCl.[N+:12]([O-:15])([OH:14])=[O:13], predict the reaction product. The product is: [N+:12]([C:2]1[CH:3]=[CH:4][CH:5]=[CH:6][C:1]=1[CH3:7])([O-:14])=[O:13].[N+:12]([C:4]1[CH:5]=[CH:6][C:1]([CH3:7])=[CH:2][CH:3]=1)([O-:15])=[O:13]. (6) Given the reactants [C:1]([O:5][C:6](=[O:19])[NH:7][CH:8]1[C:17]2[C:12](=[C:13](Br)[CH:14]=[CH:15][CH:16]=2)[NH:11][CH2:10][CH2:9]1)([CH3:4])([CH3:3])[CH3:2].[CH:20]1([C:26]2[C:34]3[C:29](=[CH:30][C:31]([C:35]([O:37][CH3:38])=[O:36])=[CH:32][CH:33]=3)[NH:28][C:27]=2B2OC(C)(C)C(C)(C)O2)[CH2:25][CH2:24][CH2:23][CH2:22][CH2:21]1.C([O-])([O-])=O.[K+].[K+], predict the reaction product. The product is: [CH3:38][O:37][C:35]([C:31]1[CH:30]=[C:29]2[C:34]([C:26]([CH:20]3[CH2:25][CH2:24][CH2:23][CH2:22][CH2:21]3)=[C:27]([C:13]3[CH:14]=[CH:15][CH:16]=[C:17]4[C:12]=3[NH:11][CH2:10][CH2:9][CH:8]4[NH:7][C:6]([O:5][C:1]([CH3:4])([CH3:3])[CH3:2])=[O:19])[NH:28]2)=[CH:33][CH:32]=1)=[O:36].